This data is from Full USPTO retrosynthesis dataset with 1.9M reactions from patents (1976-2016). The task is: Predict the reactants needed to synthesize the given product. (1) Given the product [N:1]1([CH2:7][CH2:8][CH2:9][O:10][C:11]2[CH:12]=[C:13]3[C:18](=[CH:19][CH:20]=2)[N:17]=[CH:16][CH:15]=[C:14]3[C:21]2[CH:25]=[CH:24][N:23]([S:34]([C:30]3[CH:29]=[C:28]([CH:33]=[CH:32][CH:31]=3)[C:26]#[N:27])(=[O:36])=[O:35])[N:22]=2)[CH2:2][CH2:3][O:4][CH2:5][CH2:6]1, predict the reactants needed to synthesize it. The reactants are: [N:1]1([CH2:7][CH2:8][CH2:9][O:10][C:11]2[CH:12]=[C:13]3[C:18](=[CH:19][CH:20]=2)[N:17]=[CH:16][CH:15]=[C:14]3[C:21]2[CH:25]=[CH:24][NH:23][N:22]=2)[CH2:6][CH2:5][O:4][CH2:3][CH2:2]1.[C:26]([C:28]1[CH:29]=[C:30]([S:34](Cl)(=[O:36])=[O:35])[CH:31]=[CH:32][CH:33]=1)#[N:27]. (2) Given the product [ClH:32].[F:34][C:22]([F:21])([F:33])[C:23]1[CH:24]=[CH:25][C:26]([S:29]([N:8]2[CH2:9][CH2:10][NH:11][CH2:12][CH2:13]2)(=[O:31])=[O:30])=[CH:27][CH:28]=1, predict the reactants needed to synthesize it. The reactants are: C(OC([N:8]1[CH2:13][CH2:12][NH:11][CH2:10][CH2:9]1)=O)(C)(C)C.C(N(CC)CC)C.[F:21][C:22]([F:34])([F:33])[C:23]1[CH:28]=[CH:27][C:26]([S:29]([Cl:32])(=[O:31])=[O:30])=[CH:25][CH:24]=1. (3) Given the product [CH3:12][CH:11]([S:8]([C:5]1[CH:4]=[CH:3][C:2]([B:17]2[O:18][C:19]([CH3:21])([CH3:20])[C:15]([CH3:31])([CH3:14])[O:16]2)=[CH:7][N:6]=1)(=[O:10])=[O:9])[CH3:13], predict the reactants needed to synthesize it. The reactants are: Br[C:2]1[CH:3]=[CH:4][C:5]([S:8]([CH:11]([CH3:13])[CH3:12])(=[O:10])=[O:9])=[N:6][CH:7]=1.[CH3:14][C:15]1([CH3:31])[C:19]([CH3:21])([CH3:20])[O:18][B:17]([B:17]2[O:18][C:19]([CH3:21])([CH3:20])[C:15]([CH3:31])([CH3:14])[O:16]2)[O:16]1.C([O-])(=O)C.[K+]. (4) Given the product [NH2:1][C:2]1[O:3][CH2:4][C@@:5]2([N:31]=1)[C:14]1([CH2:15][O:16][CH2:17]1)[C:13]([CH3:18])([CH3:19])[O:12][C:11]1[C:6]2=[CH:7][C:8]([NH:20][C:21]([C:23]2[CH:28]=[N:27][C:26]([O:29][CH3:30])=[CH:25][N:24]=2)=[O:22])=[CH:9][CH:10]=1, predict the reactants needed to synthesize it. The reactants are: [NH2:1][C:2]1[O:3][CH2:4][C:5]2([N:31]=1)[C:14]1([CH2:17][O:16][CH2:15]1)[C:13]([CH3:19])([CH3:18])[O:12][C:11]1[C:6]2=[CH:7][C:8]([NH:20][C:21]([C:23]2[CH:28]=[N:27][C:26]([O:29][CH3:30])=[CH:25][N:24]=2)=[O:22])=[CH:9][CH:10]=1.C(=O)=O. (5) Given the product [N+:1]([C:4]1[CH:5]=[C:6]([CH:17]=[CH:18][CH:19]=1)[O:7][C:8]1[CH:9]=[CH:10][C:11]([NH2:34])=[N:12][CH:13]=1)([O-:3])=[O:2], predict the reactants needed to synthesize it. The reactants are: [N+:1]([C:4]1[CH:5]=[C:6]([CH:17]=[CH:18][CH:19]=1)[O:7][C:8]1[CH:9]=[CH:10][C:11](C(O)=O)=[N:12][CH:13]=1)([O-:3])=[O:2].C1(P([N:34]=[N+]=[N-])(C2C=CC=CC=2)=O)C=CC=CC=1.C(N(CC)CC)C. (6) Given the product [CH:1]1([N:6]2[C:7]3=[N:8][C:9]([S:26][CH3:27])=[N:10][CH:11]=[C:12]3[CH2:13][N:14]([C:15]3[C:20]([F:21])=[CH:19][CH:18]=[C:17]([O:22][CH2:23][CH3:24])[C:16]=3[F:25])[C:35]2=[O:36])[CH2:2][CH2:3][CH2:4][CH2:5]1, predict the reactants needed to synthesize it. The reactants are: [CH:1]1([NH:6][C:7]2[C:12]([CH2:13][NH:14][C:15]3[C:20]([F:21])=[CH:19][CH:18]=[C:17]([O:22][CH2:23][CH3:24])[C:16]=3[F:25])=[CH:11][N:10]=[C:9]([S:26][CH3:27])[N:8]=2)[CH2:5][CH2:4][CH2:3][CH2:2]1.[H-].[Na+].C1N=CN([C:35](N2C=NC=C2)=[O:36])C=1. (7) Given the product [F:21][C:17]1[CH:16]=[C:15]2[C:20](=[CH:19][CH:18]=1)[N:12]([C:10]([C:7]1[CH:6]=[C:5]([N:22]3[CH2:27][CH2:26][CH:25]([N:28]4[CH2:34][CH2:33][C:32]5[CH:35]=[C:36]([O:39][CH3:40])[CH:37]=[CH:38][C:31]=5[NH:30][C:29]4=[O:41])[CH2:24][CH2:23]3)[C:4]([I:1])=[CH:9][N:8]=1)=[O:11])[CH2:13][CH2:14]2, predict the reactants needed to synthesize it. The reactants are: [I-:1].[Na+].Br[C:4]1[C:5]([N:22]2[CH2:27][CH2:26][CH:25]([N:28]3[CH2:34][CH2:33][C:32]4[CH:35]=[C:36]([O:39][CH3:40])[CH:37]=[CH:38][C:31]=4[NH:30][C:29]3=[O:41])[CH2:24][CH2:23]2)=[CH:6][C:7]([C:10]([N:12]2[C:20]3[C:15](=[CH:16][C:17]([F:21])=[CH:18][CH:19]=3)[CH2:14][CH2:13]2)=[O:11])=[N:8][CH:9]=1.CN(C=O)C. (8) Given the product [Cl:1][C:2]1[CH:3]=[N+:4]([O-:21])[C:5]([C:12]2[CH:17]=[CH:16][CH:15]=[C:14]([F:18])[CH:13]=2)=[C:6]([CH:11]=1)[C:7]([O:9][CH3:10])=[O:8], predict the reactants needed to synthesize it. The reactants are: [Cl:1][C:2]1[CH:3]=[N:4][C:5]([C:12]2[CH:17]=[CH:16][CH:15]=[C:14]([F:18])[CH:13]=2)=[C:6]([CH:11]=1)[C:7]([O:9][CH3:10])=[O:8].C(OO)(=[O:21])C. (9) Given the product [CH2:1]([O:8][C:9]1[CH:14]=[CH:13][C:12]([NH2:15])=[CH:11][C:10]=1[C:18]([F:19])([F:20])[F:21])[C:2]1[CH:3]=[CH:4][CH:5]=[CH:6][CH:7]=1, predict the reactants needed to synthesize it. The reactants are: [CH2:1]([O:8][C:9]1[CH:14]=[CH:13][C:12]([N+:15]([O-])=O)=[CH:11][C:10]=1[C:18]([F:21])([F:20])[F:19])[C:2]1[CH:7]=[CH:6][CH:5]=[CH:4][CH:3]=1.[Cl-].[Ca+2].[Cl-].C(O)C. (10) Given the product [CH2:17]([C:14]1[CH:13]=[N:12][C:11]([N:39]2[CH2:40][CH2:41][CH:36]([CH:34]3[CH2:33][C:32]4[CH:42]=[C:28]([C:25]5[CH:24]=[CH:23][C:22]([C:21]([OH:43])=[O:20])=[CH:27][CH:26]=5)[CH:29]=[CH:30][C:31]=4[O:35]3)[CH2:37][CH2:38]2)=[N:16][CH:15]=1)[CH3:18], predict the reactants needed to synthesize it. The reactants are: C(N(C(C)C)C(C)C)C.Cl[C:11]1[N:16]=[CH:15][C:14]([CH2:17][CH3:18])=[CH:13][N:12]=1.C[O:20][C:21](=[O:43])[C:22]1[CH:27]=[CH:26][C:25]([C:28]2[CH:29]=[CH:30][C:31]3[O:35][CH:34]([CH:36]4[CH2:41][CH2:40][NH:39][CH2:38][CH2:37]4)[CH2:33][C:32]=3[CH:42]=2)=[CH:24][CH:23]=1.